From a dataset of KCNQ2 potassium channel screen with 302,405 compounds. Binary Classification. Given a drug SMILES string, predict its activity (active/inactive) in a high-throughput screening assay against a specified biological target. (1) The compound is O(c1nc2c(cc1)cccc2)c1ccccc1. The result is 0 (inactive). (2) The compound is s1sc(=S)nc1NC(=O)c1c(F)cccc1F. The result is 0 (inactive). (3) The compound is S1(=O)(=O)N=C(NCCOC(=O)c2ccccc2)c2c1cccc2. The result is 0 (inactive). (4) The drug is Clc1c(SCC(=O)Nc2cc(S(=O)(=O)N(CC)CC)ccc2C)ncc(c1)C(F)(F)F. The result is 0 (inactive). (5) The compound is S=c1oc2c([nH]1)cc(c1ccccc1)cc2. The result is 1 (active). (6) The compound is S=C1NC=2C3CCN(C2C(N1)c1cc(F)ccc1)CC3. The result is 0 (inactive). (7) The drug is s1c2nc([nH]c(=O)c2c(c1C)c1ccccc1)CC(=O)N. The result is 0 (inactive). (8) The molecule is s1c(n2nc(cc2NC(=O)C)C)nc2c1cccc2. The result is 0 (inactive).